This data is from NCI-60 drug combinations with 297,098 pairs across 59 cell lines. The task is: Regression. Given two drug SMILES strings and cell line genomic features, predict the synergy score measuring deviation from expected non-interaction effect. (1) Synergy scores: CSS=17.6, Synergy_ZIP=-3.26, Synergy_Bliss=-7.94, Synergy_Loewe=-18.0, Synergy_HSA=-9.00. Cell line: RPMI-8226. Drug 1: CC(CN1CC(=O)NC(=O)C1)N2CC(=O)NC(=O)C2. Drug 2: C1CC(=O)NC(=O)C1N2C(=O)C3=CC=CC=C3C2=O. (2) Drug 1: C1CC(=O)NC(=O)C1N2CC3=C(C2=O)C=CC=C3N. Drug 2: CC(C)CN1C=NC2=C1C3=CC=CC=C3N=C2N. Cell line: PC-3. Synergy scores: CSS=5.82, Synergy_ZIP=-2.75, Synergy_Bliss=0.963, Synergy_Loewe=1.19, Synergy_HSA=1.19. (3) Drug 1: C1=C(C(=O)NC(=O)N1)F. Drug 2: CC(C)CN1C=NC2=C1C3=CC=CC=C3N=C2N. Cell line: HS 578T. Synergy scores: CSS=32.7, Synergy_ZIP=5.39, Synergy_Bliss=3.35, Synergy_Loewe=-1.82, Synergy_HSA=-1.57. (4) Drug 1: CN1C(=O)N2C=NC(=C2N=N1)C(=O)N. Drug 2: CC1=C(C(=CC=C1)Cl)NC(=O)C2=CN=C(S2)NC3=CC(=NC(=N3)C)N4CCN(CC4)CCO. Cell line: IGROV1. Synergy scores: CSS=15.4, Synergy_ZIP=-2.64, Synergy_Bliss=-1.11, Synergy_Loewe=-71.9, Synergy_HSA=-5.49. (5) Drug 1: CC1C(C(CC(O1)OC2CC(CC3=C2C(=C4C(=C3O)C(=O)C5=C(C4=O)C(=CC=C5)OC)O)(C(=O)CO)O)N)O.Cl. Drug 2: COC1=CC(=CC(=C1O)OC)C2C3C(COC3=O)C(C4=CC5=C(C=C24)OCO5)OC6C(C(C7C(O6)COC(O7)C8=CC=CS8)O)O. Cell line: MALME-3M. Synergy scores: CSS=33.7, Synergy_ZIP=-3.81, Synergy_Bliss=-4.65, Synergy_Loewe=0.584, Synergy_HSA=-1.43. (6) Drug 1: C1=CC(=CC=C1CC(C(=O)O)N)N(CCCl)CCCl.Cl. Drug 2: C1=NC2=C(N=C(N=C2N1C3C(C(C(O3)CO)O)O)F)N. Synergy scores: CSS=12.6, Synergy_ZIP=-11.8, Synergy_Bliss=-10.1, Synergy_Loewe=-14.7, Synergy_HSA=-9.33. Cell line: CAKI-1. (7) Drug 1: CC=C1C(=O)NC(C(=O)OC2CC(=O)NC(C(=O)NC(CSSCCC=C2)C(=O)N1)C(C)C)C(C)C. Drug 2: CCN(CC)CCNC(=O)C1=C(NC(=C1C)C=C2C3=C(C=CC(=C3)F)NC2=O)C. Cell line: OVCAR3. Synergy scores: CSS=34.7, Synergy_ZIP=-1.53, Synergy_Bliss=-3.66, Synergy_Loewe=-59.9, Synergy_HSA=-4.58.